From a dataset of TCR-epitope binding with 47,182 pairs between 192 epitopes and 23,139 TCRs. Binary Classification. Given a T-cell receptor sequence (or CDR3 region) and an epitope sequence, predict whether binding occurs between them. (1) The epitope is RQLLFVVEV. The TCR CDR3 sequence is CASSHTPGPSYEQYF. Result: 1 (the TCR binds to the epitope). (2) The epitope is SEETGTLIV. The TCR CDR3 sequence is CASSNLAGGPYEQYF. Result: 1 (the TCR binds to the epitope). (3) The epitope is YLQPRTFLL. The TCR CDR3 sequence is CASSSGPAFF. Result: 0 (the TCR does not bind to the epitope). (4) The epitope is YLKLTDNVYIK. The TCR CDR3 sequence is CASSLDMGGNEQFF. Result: 0 (the TCR does not bind to the epitope). (5) The epitope is RLRAEAQVK. The TCR CDR3 sequence is CASSWGFGTEAFF. Result: 1 (the TCR binds to the epitope).